From a dataset of Reaction yield outcomes from USPTO patents with 853,638 reactions. Predict the reaction yield, written as a fraction of the theoretical maximum amount of product (1.0 means a 100% yield; for example, 0.34 means a 34% yield). The reactants are [NH2:1][C:2]1[S:3][CH:4]=[CH:5][N:6]=1.[C:7]([N:14]1[CH:18]=[CH:17]N=[CH:15]1)(N1C=CN=C1)=[O:8].CN[C:21]1[CH:26]=[CH:25][CH:24]=[CH:23][C:22]=1[O:27][C:28]1C=C[CH:31]=[CH:30][CH:29]=1.C(OCC)(=O)C. The catalyst is ClC(Cl)C. The product is [CH3:15][N:14]([C:18]1[CH:17]=[CH:31][CH:30]=[CH:29][C:28]=1[O:27][C:22]1[CH:23]=[CH:24][CH:25]=[CH:26][CH:21]=1)[C:7]([NH:1][C:2]1[S:3][CH:4]=[CH:5][N:6]=1)=[O:8]. The yield is 0.730.